From a dataset of Peptide-MHC class I binding affinity with 185,985 pairs from IEDB/IMGT. Regression. Given a peptide amino acid sequence and an MHC pseudo amino acid sequence, predict their binding affinity value. This is MHC class I binding data. The peptide sequence is LAMITMHSW. The MHC is HLA-B58:01 with pseudo-sequence HLA-B58:01. The binding affinity (normalized) is 0.809.